Predict the reaction yield, written as a fraction of the theoretical maximum amount of product (1.0 means a 100% yield; for example, 0.34 means a 34% yield). From a dataset of Reaction yield outcomes from USPTO patents with 853,638 reactions. (1) The reactants are [OH:1][C:2]1[CH:7]=[CH:6][C:5]([C:8]2[C:16]3[C:11](=[CH:12][CH:13]=[C:14]([C:17]#[N:18])[CH:15]=3)[N:10](C3CCCCO3)[N:9]=2)=[CH:4][CH:3]=1.C1(P(C2C=CC=CC=2)C2C=CC=CC=2)C=CC=CC=1.O[CH2:45][CH2:46][N:47]1[CH2:52][CH2:51][O:50][CH2:49][CH2:48]1.N(C(OCC)=O)=NC(OCC)=O. The catalyst is CCOC(C)=O.CCOC(C)=O.CCCCCC.C1COCC1. The product is [N:47]1([CH2:46][CH2:45][O:1][C:2]2[CH:7]=[CH:6][C:5]([C:8]3[C:16]4[C:11](=[CH:12][CH:13]=[C:14]([C:17]#[N:18])[CH:15]=4)[NH:10][N:9]=3)=[CH:4][CH:3]=2)[CH2:52][CH2:51][O:50][CH2:49][CH2:48]1. The yield is 0.711. (2) The reactants are [CH:1]1[N:6]2[CH:7]=[CH:8][CH:9]=[C:5]2[CH:4]=[C:3]([C:10]([O:12]CC)=[O:11])[N:2]=1. The catalyst is Cl. The product is [CH:1]1[N:6]2[CH:7]=[CH:8][CH:9]=[C:5]2[CH:4]=[C:3]([C:10]([OH:12])=[O:11])[N:2]=1. The yield is 1.00.